From a dataset of Catalyst prediction with 721,799 reactions and 888 catalyst types from USPTO. Predict which catalyst facilitates the given reaction. (1) Reactant: Br[C:2]1[CH:3]=[C:4]2[C:10]([C:11]#[N:12])=[CH:9][NH:8][C:5]2=[N:6][CH:7]=1.[CH3:13][C:14]1([CH3:30])[C:18]([CH3:20])([CH3:19])[O:17][B:16]([B:16]2[O:17][C:18]([CH3:20])([CH3:19])[C:14]([CH3:30])([CH3:13])[O:15]2)[O:15]1.C([O-])(=O)C.[K+]. Product: [CH3:13][C:14]1([CH3:30])[C:18]([CH3:20])([CH3:19])[O:17][B:16]([C:2]2[CH:3]=[C:4]3[C:10]([C:11]#[N:12])=[CH:9][NH:8][C:5]3=[N:6][CH:7]=2)[O:15]1. The catalyst class is: 12. (2) Reactant: [C:1]([O:5][C:6]([NH:8][CH2:9][C:10]1([C:13]([OH:15])=[O:14])[CH2:12][CH2:11]1)=[O:7])([CH3:4])([CH3:3])[CH3:2].I[CH2:17][CH3:18].[H-].[Na+]. Product: [C:1]([O:5][C:6]([N:8]([CH2:9][C:10]1([C:13]([OH:15])=[O:14])[CH2:11][CH2:12]1)[CH2:17][CH3:18])=[O:7])([CH3:4])([CH3:2])[CH3:3]. The catalyst class is: 1. (3) Reactant: Cl.[CH3:2][O:3][C:4](=[O:11])[C@H:5]([C@H:7]([CH2:9][CH3:10])[CH3:8])[NH2:6].[Cl:12][C:13]1[CH:18]=[CH:17][C:16]([S:19](Cl)(=[O:21])=[O:20])=[CH:15][CH:14]=1.C(N(CC)CC)C. Product: [CH3:2][O:3][C:4](=[O:11])[C@H:5]([C@H:7]([CH2:9][CH3:10])[CH3:8])[NH:6][S:19]([C:16]1[CH:17]=[CH:18][C:13]([Cl:12])=[CH:14][CH:15]=1)(=[O:21])=[O:20]. The catalyst class is: 2. (4) Reactant: C([NH:9][C:10]1[S:11][CH2:12][C@@H:13]2[CH2:18][O:17][CH2:16][C@:14]2([C:19]2[CH:20]=[C:21]([NH:26][C:27](=[O:35])[C:28]3[CH:33]=[CH:32][C:31]([F:34])=[CH:30][N:29]=3)[CH:22]=[CH:23][C:24]=2[F:25])[N:15]=1)(=O)C1C=CC=CC=1.CO[NH3+].[Cl-].N1C=CC=CC=1. Product: [NH2:9][C:10]1[S:11][CH2:12][C@@H:13]2[CH2:18][O:17][CH2:16][C@:14]2([C:19]2[CH:20]=[C:21]([NH:26][C:27](=[O:35])[C:28]3[CH:33]=[CH:32][C:31]([F:34])=[CH:30][N:29]=3)[CH:22]=[CH:23][C:24]=2[F:25])[N:15]=1. The catalyst class is: 8. (5) Reactant: Cl[CH2:2][C:3]([C:5]1[C:10]([F:11])=[CH:9][C:8]([F:12])=[CH:7][C:6]=1[F:13])=O.[NH2:14][C:15]([NH2:17])=[S:16]. Product: [F:13][C:6]1[CH:7]=[C:8]([F:12])[CH:9]=[C:10]([F:11])[C:5]=1[C:3]1[N:14]=[C:15]([NH2:17])[S:16][CH:2]=1. The catalyst class is: 14. (6) Reactant: [F:1][CH:2]([F:9])[C:3](=[O:8])[CH2:4][C:5](=O)[CH3:6].O.[NH2:11][NH2:12]. Product: [F:1][CH:2]([F:9])[C:3]1([OH:8])[NH:12][N:11]=[C:5]([CH3:6])[CH2:4]1. The catalyst class is: 7. (7) Reactant: O.[OH-].[Li+].C[O:5][C:6](=[O:39])[CH2:7][C:8]1[C:17]([CH3:18])=[C:16]([C:19]2[CH:24]=[CH:23][C:22]([S:25](=[O:37])(=[O:36])[NH:26][CH2:27][C:28]3[CH:33]=[CH:32][C:31]([O:34][CH3:35])=[CH:30][CH:29]=3)=[CH:21][CH:20]=2)[C:15]2[C:10](=[CH:11][CH:12]=[C:13]([Cl:38])[CH:14]=2)[CH:9]=1.C1COCC1.O. Product: [Cl:38][C:13]1[CH:14]=[C:15]2[C:10](=[CH:11][CH:12]=1)[CH:9]=[C:8]([CH2:7][C:6]([OH:39])=[O:5])[C:17]([CH3:18])=[C:16]2[C:19]1[CH:20]=[CH:21][C:22]([S:25](=[O:36])(=[O:37])[NH:26][CH2:27][C:28]2[CH:29]=[CH:30][C:31]([O:34][CH3:35])=[CH:32][CH:33]=2)=[CH:23][CH:24]=1. The catalyst class is: 81. (8) Reactant: CC1(C)[O:9][C:8](=[O:10])[C:5]2([CH2:7][CH2:6]2)[C:4](=[O:11])O1.[CH2:13]1[C:21]2[C:16](=[CH:17][C:18]([NH2:22])=[CH:19][CH:20]=2)[CH2:15][O:14]1. Product: [CH2:13]1[C:21]2[C:16](=[CH:17][C:18]([N:22]3[CH2:6][CH2:7][CH:5]([C:8]([OH:9])=[O:10])[C:4]3=[O:11])=[CH:19][CH:20]=2)[CH2:15][O:14]1. The catalyst class is: 8. (9) Reactant: [Br:1][C:2]1[CH:3]=[N:4][CH:5]=[C:6]([CH:10]=1)[C:7]([OH:9])=O.C(N(CC)C(C)C)(C)C.[CH3:20][S@:21]([C:24]1[CH:29]=[CH:28][CH:27]=[CH:26][CH:25]=1)(=[NH:23])=[O:22]. Product: [Br:1][C:2]1[CH:3]=[N:4][CH:5]=[C:6]([CH:10]=1)[C:7]([N:23]=[S@@:21]([CH3:20])(=[O:22])[C:24]1[CH:29]=[CH:28][CH:27]=[CH:26][CH:25]=1)=[O:9]. The catalyst class is: 3.